Dataset: Full USPTO retrosynthesis dataset with 1.9M reactions from patents (1976-2016). Task: Predict the reactants needed to synthesize the given product. (1) Given the product [Br:1][C:2]1[C:11]2[CH2:10][CH2:9][CH2:8][C:7](=[O:16])[C:6]=2[CH:5]=[N:4][CH:3]=1, predict the reactants needed to synthesize it. The reactants are: [Br:1][C:2]1[C:11]2[CH2:10][CH2:9][CH:8](C(OC)=O)[C:7](=[O:16])[C:6]=2[CH:5]=[N:4][CH:3]=1.Cl. (2) Given the product [CH2:20]([C:19]([C:16]1[CH:17]=[CH:18][C:13]([C:10]2[CH:11]=[CH:12][C:7]([CH2:6][C:5]([OH:40])=[O:4])=[CH:8][CH:9]=2)=[C:14]([CH3:39])[CH:15]=1)([C:22]1[CH:27]=[CH:26][C:25]([C:28]#[C:29][C:30]2([OH:35])[CH2:34][CH2:33][CH2:32][CH2:31]2)=[C:24]([CH3:36])[CH:23]=1)[CH2:37][CH3:38])[CH3:21], predict the reactants needed to synthesize it. The reactants are: [OH-].[Na+].C[O:4][C:5](=[O:40])[CH2:6][C:7]1[CH:12]=[CH:11][C:10]([C:13]2[CH:18]=[CH:17][C:16]([C:19]([CH2:37][CH3:38])([C:22]3[CH:27]=[CH:26][C:25]([C:28]#[C:29][C:30]4([OH:35])[CH2:34][CH2:33][CH2:32][CH2:31]4)=[C:24]([CH3:36])[CH:23]=3)[CH2:20][CH3:21])=[CH:15][C:14]=2[CH3:39])=[CH:9][CH:8]=1.[Cl-].[NH4+]. (3) The reactants are: C1COCC1.C[Si]([C:10]#[C:11][C:12]1[C:13]([NH2:18])=[N:14][CH:15]=[CH:16][CH:17]=1)(C)C.[F-].C([N+](CCCC)(CCCC)CCCC)CCC. Given the product [C:11]([C:12]1[C:13]([NH2:18])=[N:14][CH:15]=[CH:16][CH:17]=1)#[CH:10], predict the reactants needed to synthesize it. (4) Given the product [CH3:17][NH:18][C:19]([C:21]1[C:29]2[C:24](=[CH:25][C:26]([O:30][C:2]3[CH:7]=[CH:6][N:5]=[C:4]4[CH:8]=[C:9]([C:11]5[N:12]([CH3:16])[CH:13]=[CH:14][N:15]=5)[S:10][C:3]=34)=[CH:27][CH:28]=2)[N:23]([CH3:31])[C:22]=1[CH3:32])=[O:20], predict the reactants needed to synthesize it. The reactants are: Cl[C:2]1[CH:7]=[CH:6][N:5]=[C:4]2[CH:8]=[C:9]([C:11]3[N:12]([CH3:16])[CH:13]=[CH:14][N:15]=3)[S:10][C:3]=12.[CH3:17][NH:18][C:19]([C:21]1[C:29]2[C:24](=[CH:25][C:26]([OH:30])=[CH:27][CH:28]=2)[N:23]([CH3:31])[C:22]=1[CH3:32])=[O:20].C([O-])([O-])=O.[Cs+].[Cs+].